This data is from Forward reaction prediction with 1.9M reactions from USPTO patents (1976-2016). The task is: Predict the product of the given reaction. (1) Given the reactants [NH2:1][C:2]1[C:7]([C:8]2[CH:17]=[CH:16][C:11]([C:12]([O:14][CH3:15])=[O:13])=[C:10]([CH3:18])[CH:9]=2)=[CH:6][CH:5]=[CH:4][N:3]=1.C1C(=O)N([Br:26])C(=O)C1, predict the reaction product. The product is: [NH2:1][C:2]1[C:7]([C:8]2[CH:17]=[CH:16][C:11]([C:12]([O:14][CH3:15])=[O:13])=[C:10]([CH3:18])[CH:9]=2)=[CH:6][C:5]([Br:26])=[CH:4][N:3]=1. (2) Given the reactants [CH:1]1([CH2:4][O:5][C:6]2[C:16]([O:17][CH3:18])=[CH:15][CH:14]=[C:13]([C:19]3[CH:20]=[C:21]4[C:25](=[CH:26][CH:27]=3)[C:24](=[O:28])[O:23][CH2:22]4)[C:7]=2[O:8][CH2:9][C:10]([OH:12])=O)[CH2:3][CH2:2]1.CCN=C=[N:33][CH2:34][CH2:35][CH2:36]N(C)C.Cl.C(N(CC)CC)C.C1C=CC2N(O)N=NC=2C=1.C(N)CC, predict the reaction product. The product is: [CH:1]1([CH2:4][O:5][C:6]2[C:16]([O:17][CH3:18])=[CH:15][CH:14]=[C:13]([C:19]3[CH:20]=[C:21]4[C:25](=[CH:26][CH:27]=3)[C:24](=[O:28])[O:23][CH2:22]4)[C:7]=2[O:8][CH2:9][C:10]([NH:33][CH2:34][CH2:35][CH3:36])=[O:12])[CH2:2][CH2:3]1. (3) Given the reactants [CH:1]1([N:4]2[CH2:9][CH2:8][N:7]([C:10]3[CH:15]=[CH:14][C:13]([N+:16]([O-])=O)=[CH:12][CH:11]=3)[CH2:6][CH2:5]2)[CH2:3][CH2:2]1.FC(F)(F)C(O)=O.[H][H], predict the reaction product. The product is: [CH:1]1([N:4]2[CH2:5][CH2:6][N:7]([C:10]3[CH:15]=[CH:14][C:13]([NH2:16])=[CH:12][CH:11]=3)[CH2:8][CH2:9]2)[CH2:3][CH2:2]1.